This data is from CYP3A4 inhibition data for predicting drug metabolism from PubChem BioAssay. The task is: Regression/Classification. Given a drug SMILES string, predict its absorption, distribution, metabolism, or excretion properties. Task type varies by dataset: regression for continuous measurements (e.g., permeability, clearance, half-life) or binary classification for categorical outcomes (e.g., BBB penetration, CYP inhibition). Dataset: cyp3a4_veith. (1) The molecule is COc1ccc(C(=O)Nc2nc3c(s2)Cc2cc(OC)ccc2-3)cc1. The result is 1 (inhibitor). (2) The compound is CC(C)(N)CO[C@H]1C[C@H]2CC[C@@]1(C)C2(C)C. The result is 0 (non-inhibitor). (3) The compound is CN(/C=C/C(=O)C(F)(F)F)Cc1ccccc1. The result is 0 (non-inhibitor). (4) The compound is CCCCNC(=O)Cc1coc2ccc3ccccc3c12. The result is 1 (inhibitor). (5) The molecule is O=c1[nH]c2cc(Br)cnc2nc1/C=C(\O)c1ccc(F)cc1. The result is 1 (inhibitor). (6) The compound is CCN=C(N)CSS(=O)(=O)O. The result is 0 (non-inhibitor). (7) The compound is CCC(=O)N1CCc2cc(S(=O)(=O)NC(C(=O)NCc3ccc(F)cc3)C(C)C)ccc21. The result is 1 (inhibitor). (8) The molecule is CC1=CC(=C2C(=O)c3ccccc3C2=O)C=C(C)N1Cc1ccco1. The result is 1 (inhibitor). (9) The result is 1 (inhibitor). The molecule is O=C(NCCNS(=O)(=O)c1ccccc1Cl)c1cc(OCC(F)(F)F)ccc1OCC(F)(F)F. (10) The molecule is Cc1ccccc1-c1ccc2ncnc(N3CCN(C)CC3)c2c1. The result is 1 (inhibitor).